Dataset: Forward reaction prediction with 1.9M reactions from USPTO patents (1976-2016). Task: Predict the product of the given reaction. Given the reactants [NH2:1][C:2]1[N:7]([C:8]2[CH:22]=[CH:21][C:11]([O:12][CH2:13][CH2:14][CH2:15]OS(C)(=O)=O)=[CH:10][CH:9]=2)[C:6](=[O:23])[CH:5]=[CH:4][C:3]=1[C:24](=[O:33])[C:25]1[CH:30]=[CH:29][C:28]([F:31])=[C:27]([CH3:32])[CH:26]=1.[CH:34]1([O:39][C:40](=[O:47])[C@H:41]([CH2:43][CH:44]([CH3:46])[CH3:45])[NH2:42])[CH2:38][CH2:37][CH2:36][CH2:35]1, predict the reaction product. The product is: [NH2:1][C:2]1[N:7]([C:8]2[CH:9]=[CH:10][C:11]([O:12][CH2:13][CH2:14][CH2:15][NH:42][C@@H:41]([CH2:43][CH:44]([CH3:46])[CH3:45])[C:40]([O:39][CH:34]3[CH2:38][CH2:37][CH2:36][CH2:35]3)=[O:47])=[CH:21][CH:22]=2)[C:6](=[O:23])[CH:5]=[CH:4][C:3]=1[C:24](=[O:33])[C:25]1[CH:30]=[CH:29][C:28]([F:31])=[C:27]([CH3:32])[CH:26]=1.